Dataset: Reaction yield outcomes from USPTO patents with 853,638 reactions. Task: Predict the reaction yield, written as a fraction of the theoretical maximum amount of product (1.0 means a 100% yield; for example, 0.34 means a 34% yield). The reactants are [Br:1][C:2]1[CH:3]=[C:4](I)[CH:5]=[CH:6][CH:7]=1.C1([Mg]Cl)CCCCC1.[NH2:17][C:18]1[N:22]([C:23]2[CH:24]=[C:25]([CH:32]=[CH:33][C:34]=2[CH3:35])[C:26]([NH:28][CH:29]2[CH2:31][CH2:30]2)=[O:27])[CH:21]=[N:20][C:19]=1[C:36]#N.Cl.C([O-])([O-])=[O:40].[K+].[K+]. The catalyst is C1COCC1. The product is [NH2:17][C:18]1[N:22]([C:23]2[CH:24]=[C:25]([CH:32]=[CH:33][C:34]=2[CH3:35])[C:26]([NH:28][CH:29]2[CH2:31][CH2:30]2)=[O:27])[CH:21]=[N:20][C:19]=1[C:36](=[O:40])[C:4]1[CH:5]=[CH:6][CH:7]=[C:2]([Br:1])[CH:3]=1. The yield is 0.540.